This data is from Catalyst prediction with 721,799 reactions and 888 catalyst types from USPTO. The task is: Predict which catalyst facilitates the given reaction. (1) Reactant: [NH2:1][C:2]1[C:10]2[C:9]([CH3:11])=[C:8]([CH3:12])[N:7]=[N:6][C:5]=2[S:4][C:3]=1[C:13]([OH:15])=O.C(N(CC)C(C)C)(C)C.CN(C(ON1N=NC2C=CC=NC1=2)=[N+](C)C)C.F[P-](F)(F)(F)(F)F.[NH2:49][CH2:50][C:51]1[CH:56]=[CH:55][C:54]([N:57]2[CH:62]=[CH:61][CH:60]=[CH:59][C:58]2=[O:63])=[C:53]([F:64])[CH:52]=1. Product: [NH2:1][C:2]1[C:10]2[C:9]([CH3:11])=[C:8]([CH3:12])[N:7]=[N:6][C:5]=2[S:4][C:3]=1[C:13]([NH:49][CH2:50][C:51]1[CH:56]=[CH:55][C:54]([N:57]2[CH:62]=[CH:61][CH:60]=[CH:59][C:58]2=[O:63])=[C:53]([F:64])[CH:52]=1)=[O:15]. The catalyst class is: 9. (2) Reactant: [CH2:1]([C:3]1[CH:8]=[CH:7][CH:6]=[C:5]([CH2:9][CH3:10])[C:4]=1[C:11]1[O:12][CH:13]=[C:14]([C:16]2[CH:21]=[CH:20][CH:19]=[CH:18][CH:17]=2)[N:15]=1)[CH3:2].C1C(=O)N([Br:29])C(=O)C1. Product: [Br:29][C:13]1[O:12][C:11]([C:4]2[C:5]([CH2:9][CH3:10])=[CH:6][CH:7]=[CH:8][C:3]=2[CH2:1][CH3:2])=[N:15][C:14]=1[C:16]1[CH:21]=[CH:20][CH:19]=[CH:18][CH:17]=1. The catalyst class is: 115. (3) Reactant: [NH2:1][C:2]1[CH:3]=[C:4]([C:9]2[CH:15]=[CH:14][C:12]([NH2:13])=[C:11]([NH2:16])[CH:10]=2)[CH:5]=[CH:6][C:7]=1[NH2:8].O.C1(C)C=CC(S(O)(=O)=O)=CC=1. Product: [C:2](=[NH:1])([CH3:3])[CH3:7].[C:2](=[NH:1])([CH3:3])[CH3:7].[C:2](=[NH:1])([CH3:3])[CH3:7].[C:2](=[NH:1])([CH3:3])[CH3:7].[NH2:1][C:2]1[CH:3]=[C:4]([C:9]2[CH:15]=[CH:14][C:12]([NH2:13])=[C:11]([NH2:16])[CH:10]=2)[CH:5]=[CH:6][C:7]=1[NH2:8]. The catalyst class is: 21. (4) Reactant: C([O:8][C:9]1[CH:14]=[C:13]([O:15]CC2C=CC=CC=2)[C:12]([CH:23]([CH3:25])[CH3:24])=[CH:11][C:10]=1[C:26](=[N:40][NH2:41])[NH:27][C:28]1[CH:33]=[CH:32][C:31]([N:34]2[CH2:39][CH2:38][O:37][CH2:36][CH2:35]2)=[CH:30][CH:29]=1)C1C=CC=CC=1.[C:42](N1C=CN=C1)(N1C=CN=C1)=[O:43]. Product: [OH:43][C:42]1[N:27]([C:28]2[CH:33]=[CH:32][C:31]([N:34]3[CH2:39][CH2:38][O:37][CH2:36][CH2:35]3)=[CH:30][CH:29]=2)[C:26]([C:10]2[CH:11]=[C:12]([CH:23]([CH3:25])[CH3:24])[C:13]([OH:15])=[CH:14][C:9]=2[OH:8])=[N:40][N:41]=1. The catalyst class is: 7. (5) Reactant: C([O:3][C:4]([C:6]1[CH:11]=[CH:10][C:9]([C:12]2[CH:17]=[C:16]([NH:18][C:19]([O:21][C:22]([CH3:25])([CH3:24])[CH3:23])=[O:20])[CH:15]=[CH:14][C:13]=2[O:26][C:27]([F:30])([F:29])[F:28])=[CH:8][CH:7]=1)=[O:5])C. Product: [C:22]([O:21][C:19]([NH:18][C:16]1[CH:15]=[CH:14][C:13]([O:26][C:27]([F:28])([F:29])[F:30])=[C:12]([C:9]2[CH:10]=[CH:11][C:6]([C:4]([OH:5])=[O:3])=[CH:7][CH:8]=2)[CH:17]=1)=[O:20])([CH3:25])([CH3:23])[CH3:24]. The catalyst class is: 494. (6) Reactant: [H-].[Al+3].[Li+].[H-].[H-].[H-].[CH2:7]([O:14][C:15]1[CH:16]=[C:17]([C:21]2[CH:26]=[CH:25][CH:24]=[C:23]([CH2:27][CH2:28][C:29](O)=[O:30])[CH:22]=2)[CH:18]=[CH:19][CH:20]=1)[C:8]1[CH:13]=[CH:12][CH:11]=[CH:10][CH:9]=1.O.S(=O)(=O)(O)O. Product: [CH2:7]([O:14][C:15]1[CH:16]=[C:17]([C:21]2[CH:26]=[CH:25][CH:24]=[C:23]([CH2:27][CH2:28][CH2:29][OH:30])[CH:22]=2)[CH:18]=[CH:19][CH:20]=1)[C:8]1[CH:13]=[CH:12][CH:11]=[CH:10][CH:9]=1. The catalyst class is: 1.